From a dataset of Forward reaction prediction with 1.9M reactions from USPTO patents (1976-2016). Predict the product of the given reaction. (1) Given the reactants [CH2:12]([Sn]([CH2:12][CH2:13][CH2:14][CH3:15])([CH2:12][CH2:13][CH2:14][CH3:15])C=C)[CH2:13][CH2:14][CH3:15].ClC1C=[CH:21][C:20]([N+:23]([O-:25])=[O:24])=[CH:19][N:18]=1.C(OCC)(=O)C.[F-].[Na+], predict the reaction product. The product is: [N+:23]([C:20]1[CH:21]=[CH:12][C:13]([CH:14]=[CH2:15])=[N:18][CH:19]=1)([O-:25])=[O:24]. (2) Given the reactants [CH3:1][C@@H:2]1[CH2:7][CH2:6][CH2:5][N:4]([C:8](=[O:22])[C:9]2[CH:14]=[C:13]([CH3:15])[CH:12]=[CH:11][C:10]=2[C:16]2[CH:17]=[N:18][N:19]([CH3:21])[CH:20]=2)[C@@H:3]1[CH2:23][N:24]1C(=O)C2C(=CC=CC=2)C1=O.O.NN, predict the reaction product. The product is: [NH2:24][CH2:23][C@@H:3]1[C@H:2]([CH3:1])[CH2:7][CH2:6][CH2:5][N:4]1[C:8]([C:9]1[CH:14]=[C:13]([CH3:15])[CH:12]=[CH:11][C:10]=1[C:16]1[CH:17]=[N:18][N:19]([CH3:21])[CH:20]=1)=[O:22].